From a dataset of Full USPTO retrosynthesis dataset with 1.9M reactions from patents (1976-2016). Predict the reactants needed to synthesize the given product. (1) Given the product [Br:9][C:10]1[CH:15]=[CH:14][C:13]([S:16]([N:5]2[CH2:6][CH2:7][CH:3]([N:2]([CH3:8])[CH3:1])[CH2:4]2)(=[O:18])=[O:17])=[CH:12][CH:11]=1, predict the reactants needed to synthesize it. The reactants are: [CH3:1][N:2]([CH3:8])[CH:3]1[CH2:7][CH2:6][NH:5][CH2:4]1.[Br:9][C:10]1[CH:15]=[CH:14][C:13]([S:16](Cl)(=[O:18])=[O:17])=[CH:12][CH:11]=1. (2) Given the product [Cl:3][C:4]1[N:13]=[C:12]([OH:1])[C:11]2[C:6](=[C:7]([CH3:17])[C:8]([O:15][CH3:16])=[CH:9][CH:10]=2)[N:5]=1, predict the reactants needed to synthesize it. The reactants are: [OH-:1].[Na+].[Cl:3][C:4]1[N:13]=[C:12](Cl)[C:11]2[C:6](=[C:7]([CH3:17])[C:8]([O:15][CH3:16])=[CH:9][CH:10]=2)[N:5]=1. (3) Given the product [N:1]1[C:2]([C:10]2[CH:15]=[CH:14][C:13]([NH:16][NH2:17])=[CH:12][CH:11]=2)=[CH:3][N:4]2[CH:9]=[CH:8][CH:7]=[CH:6][C:5]=12, predict the reactants needed to synthesize it. The reactants are: [N:1]1[C:2]([C:10]2[CH:15]=[CH:14][C:13]([NH2:16])=[CH:12][CH:11]=2)=[CH:3][N:4]2[CH:9]=[CH:8][CH:7]=[CH:6][C:5]=12.[N:17]([O-])=O.[Na+].O.O.[Sn](Cl)(Cl)(Cl)Cl.N. (4) Given the product [OH:36][B:35]1[CH:18]([NH:17][C:16](=[O:48])[CH2:15][NH:14][CH:11]2[CH2:12][CH2:13][NH:8][CH2:9][CH2:10]2)[CH2:19][C:20]2[CH:25]=[CH:24][CH:23]=[C:22]([C:26]([OH:28])=[O:27])[C:21]=2[O:43]1, predict the reactants needed to synthesize it. The reactants are: C(OC([N:8]1[CH2:13][CH2:12][CH:11]([NH:14][CH2:15][C:16](=[O:48])[NH:17][CH:18]([B:35]2[O:43]C3C(C)(C4CC(C3)C4(C)C)[O:36]2)[CH2:19][C:20]2[CH:25]=[CH:24][CH:23]=[C:22]([C:26]([O:28]C(C)(C)C)=[O:27])[C:21]=2OC)[CH2:10][CH2:9]1)=O)(C)(C)C.B(Cl)(Cl)Cl. (5) Given the product [F:1][C@@H:2]1[CH2:7][CH2:6][CH2:5][CH2:4][C@H:3]1[O:8][C:9]1[N:10]=[C:11]([O:35][CH2:36][CH2:37][CH3:38])[C:12]2[N:17]=[C:16]([C:18]3[CH:19]=[C:20]([CH3:34])[C:21]([O:22][CH2:23][C:24]([OH:26])=[O:25])=[C:31]([CH3:33])[CH:32]=3)[O:15][C:13]=2[N:14]=1, predict the reactants needed to synthesize it. The reactants are: [F:1][C@@H:2]1[CH2:7][CH2:6][CH2:5][CH2:4][C@H:3]1[O:8][C:9]1[N:10]=[C:11]([O:35][CH2:36][CH2:37][CH3:38])[C:12]2[N:17]=[C:16]([C:18]3[CH:32]=[C:31]([CH3:33])[C:21]([O:22][CH2:23][C:24]([O:26]C(C)(C)C)=[O:25])=[C:20]([CH3:34])[CH:19]=3)[O:15][C:13]=2[N:14]=1.FC(F)(F)C(O)=O. (6) The reactants are: N[C:2]1[CH:3]=[CH:4][C:5]([CH2:10][CH:11]([CH3:13])[CH3:12])=[C:6]([CH:9]=1)[C:7]#[N:8].[BrH:14].N([O-])=O.[Na+].C(=O)(O)[O-].[Na+]. Given the product [Br:14][C:2]1[CH:3]=[CH:4][C:5]([CH2:10][CH:11]([CH3:13])[CH3:12])=[C:6]([CH:9]=1)[C:7]#[N:8], predict the reactants needed to synthesize it.